This data is from Full USPTO retrosynthesis dataset with 1.9M reactions from patents (1976-2016). The task is: Predict the reactants needed to synthesize the given product. (1) Given the product [Br:18][CH2:14][C:13]([C:10]1[CH:11]=[CH:12][C:7]([O:6][C:5]2[CH:16]=[CH:17][C:2]([F:1])=[CH:3][CH:4]=2)=[CH:8][CH:9]=1)=[O:15], predict the reactants needed to synthesize it. The reactants are: [F:1][C:2]1[CH:17]=[CH:16][C:5]([O:6][C:7]2[CH:12]=[CH:11][C:10]([C:13](=[O:15])[CH3:14])=[CH:9][CH:8]=2)=[CH:4][CH:3]=1.[Br:18]Br. (2) Given the product [Br:1][C:2]1[CH:7]=[CH:6][C:5]([C@@H:14]2[CH2:15][CH2:16][C:12](=[O:17])[CH2:13]2)=[CH:4][CH:3]=1, predict the reactants needed to synthesize it. The reactants are: [Br:1][C:2]1[CH:7]=[CH:6][C:5](OB(O)O)=[CH:4][CH:3]=1.[C:12]1(=[O:17])[CH2:16][CH2:15][CH:14]=[CH:13]1.C(=O)(O)[O-].[Na+]. (3) Given the product [C:26]([C:28]1[CH:33]=[CH:32][C:31]([C:2]2[O:6][C:5]([C:7]3[O:8][C:9]([C:12]4[CH:19]=[CH:18][C:15]([C:16]#[N:17])=[CH:14][CH:13]=4)=[CH:10][CH:11]=3)=[CH:4][CH:3]=2)=[CH:30][CH:29]=1)#[N:27], predict the reactants needed to synthesize it. The reactants are: Br[C:2]1[O:6][C:5]([C:7]2[O:8][C:9]([C:12]3[CH:19]=[CH:18][C:15]([C:16]#[N:17])=[CH:14][CH:13]=3)=[CH:10][CH:11]=2)=[CH:4][CH:3]=1.C([O-])([O-])=O.[Na+].[Na+].[C:26]([C:28]1[CH:33]=[CH:32][C:31](B(O)O)=[CH:30][CH:29]=1)#[N:27].